Predict the reactants needed to synthesize the given product. From a dataset of Full USPTO retrosynthesis dataset with 1.9M reactions from patents (1976-2016). (1) Given the product [OH:16][C:17]1[C:18]([C:19]([OH:21])=[O:20])=[CH:24][N:9]=[C:8]([N:6]2[CH:7]=[C:3]([CH3:2])[CH:4]=[N:5]2)[N:10]=1, predict the reactants needed to synthesize it. The reactants are: Cl.[CH3:2][C:3]1[CH:4]=[N:5][N:6]([C:8](=[NH:10])[NH2:9])[CH:7]=1.C[O-].[Na+].C([O:16][CH:17]=[C:18]([C:24](OCC)=O)[C:19]([O:21]CC)=[O:20])C.[OH-].[K+].Cl. (2) Given the product [ClH:1].[Cl:1][C:2]1[CH:7]=[CH:6][CH:5]=[C:4]([CH3:8])[C:3]=1[NH:9][C:10]1[NH:11][C:12]2[C:18]3[CH2:19][C:20]([CH3:22])([CH3:23])[O:21][C:17]=3[C:16]([C:24]([NH:26][C:27]3[CH:32]=[C:31]([C:33]([F:36])([F:34])[F:35])[CH:30]=[CH:29][C:28]=3[F:37])=[O:25])=[CH:15][C:13]=2[N:14]=1, predict the reactants needed to synthesize it. The reactants are: [Cl:1][C:2]1[CH:7]=[CH:6][CH:5]=[C:4]([CH3:8])[C:3]=1[NH:9][C:10]1[NH:11][C:12]2[C:18]3[CH2:19][C:20]([CH3:23])([CH3:22])[O:21][C:17]=3[C:16]([C:24]([NH:26][C:27]3[CH:32]=[C:31]([C:33]([F:36])([F:35])[F:34])[CH:30]=[CH:29][C:28]=3[F:37])=[O:25])=[CH:15][C:13]=2[N:14]=1.Cl. (3) Given the product [O:20]1[C:19]2[CH:18]=[CH:17][CH:16]=[C:15]([N:4]3[CH2:5][CH2:6][N:1]([C:7]([O:9][C:10]([CH3:13])([CH3:12])[CH3:11])=[O:8])[CH2:2][CH2:3]3)[C:23]=2[O:22][CH2:21]1, predict the reactants needed to synthesize it. The reactants are: [N:1]1([C:7]([O:9][C:10]([CH3:13])([CH3:12])[CH3:11])=[O:8])[CH2:6][CH2:5][NH:4][CH2:3][CH2:2]1.Br[C:15]1[C:23]2[O:22][CH2:21][O:20][C:19]=2[CH:18]=[CH:17][CH:16]=1.C(=O)([O-])[O-].[Cs+].[Cs+].O. (4) The reactants are: [NH2:1][C:2]1[CH:9]=[CH:8][C:5]([C:6]#[N:7])=[CH:4][CH:3]=1.[S:10]([CH2:15][C:16](O)=[O:17])[CH2:11][C:12]([OH:14])=[O:13].CCN=C=NCCCN(C)C.CCN(C(C)C)C(C)C. Given the product [C:6]([C:5]1[CH:8]=[CH:9][C:2]([NH:1][C:16](=[O:17])[CH2:15][S:10][CH2:11][C:12]([OH:14])=[O:13])=[CH:3][CH:4]=1)#[N:7], predict the reactants needed to synthesize it.